The task is: Predict the product of the given reaction.. This data is from Forward reaction prediction with 1.9M reactions from USPTO patents (1976-2016). (1) Given the reactants I[C:2]1[CH:7]=[CH:6][C:5]([O:8][CH3:9])=[C:4]([C:10]([F:13])([F:12])[F:11])[C:3]=1[C:14]([F:17])([F:16])[F:15].CCCCCC.[CH2:24]([CH:27]1[CH2:32][CH2:31][CH:30]([CH:33]2[CH2:38][CH2:37][C:36](=[O:39])[CH2:35][CH2:34]2)[CH2:29][CH2:28]1)[CH2:25][CH3:26].Cl, predict the reaction product. The product is: [OH:39][C:36]1([C:2]2[CH:7]=[CH:6][C:5]([O:8][CH3:9])=[C:4]([C:10]([F:13])([F:12])[F:11])[C:3]=2[C:14]([F:17])([F:16])[F:15])[CH2:35][CH2:34][CH:33]([CH:30]2[CH2:31][CH2:32][CH:27]([CH2:24][CH2:25][CH3:26])[CH2:28][CH2:29]2)[CH2:38][CH2:37]1. (2) Given the reactants [CH3:1][C:2]1[C:6]2[N:7]=[CH:8][NH:9][C:10](=O)[C:5]=2[S:4][CH:3]=1.C(OCC)(=O)C.P(Cl)(Cl)([Cl:20])=O, predict the reaction product. The product is: [Cl:20][C:10]1[C:5]2[S:4][CH:3]=[C:2]([CH3:1])[C:6]=2[N:7]=[CH:8][N:9]=1.